Task: Predict the product of the given reaction.. Dataset: Forward reaction prediction with 1.9M reactions from USPTO patents (1976-2016) (1) Given the reactants [CH3:1][N:2]1[CH2:7][CH2:6][N:5]([C:8]2[CH:16]=[C:15]3[C:11]([CH:12]=[C:13]([C:27]4[CH:32]=[CH:31][C:30]([NH2:33])=[C:29]([N+:34]([O-])=O)[CH:28]=4)[N:14]3[S:17]([C:20]3[CH:25]=[CH:24][C:23]([CH3:26])=[CH:22][CH:21]=3)(=[O:19])=[O:18])=[CH:10][CH:9]=2)[CH2:4][CH2:3]1.[C:37]([C:39]1[CH:44]=[CH:43][CH:42]=[CH:41][N:40]=1)#N.C[O-].[Na+].C(O)(=O)C, predict the reaction product. The product is: [CH3:1][N:2]1[CH2:7][CH2:6][N:5]([C:8]2[CH:16]=[C:15]3[C:11]([CH:12]=[C:13]([C:27]4[CH:32]=[CH:31][C:30]5[N:33]=[C:37]([C:39]6[CH:44]=[CH:43][CH:42]=[CH:41][N:40]=6)[NH:34][C:29]=5[CH:28]=4)[N:14]3[S:17]([C:20]3[CH:25]=[CH:24][C:23]([CH3:26])=[CH:22][CH:21]=3)(=[O:19])=[O:18])=[CH:10][CH:9]=2)[CH2:4][CH2:3]1. (2) Given the reactants ClCCl.Br[C:5]1[CH:6]=[C:7]2[CH:13]=[CH:12][N:11]([Si:14]([CH:21]([CH3:23])[CH3:22])([CH:18]([CH3:20])[CH3:19])[CH:15]([CH3:17])[CH3:16])[C:8]2=[N:9][CH:10]=1.[C:24](O)(=O)CC(CC(O)=O)(C(O)=O)O, predict the reaction product. The product is: [CH3:24][C:5]1[CH:6]=[C:7]2[CH:13]=[CH:12][N:11]([Si:14]([CH:21]([CH3:23])[CH3:22])([CH:18]([CH3:20])[CH3:19])[CH:15]([CH3:17])[CH3:16])[C:8]2=[N:9][CH:10]=1. (3) Given the reactants Cl.[NH2:2][CH2:3][C:4]1[N:8]2[C:9]3[CH:34]=[CH:33][CH:32]=[CH:31][C:10]=3[O:11][C:12]3([CH2:17][CH2:16][N:15]([C:18]([C:20]4[CH:25]=[CH:24][C:23]([O:26][CH:27]([CH3:29])[CH3:28])=[C:22]([CH3:30])[CH:21]=4)=[O:19])[CH2:14][CH2:13]3)[C:7]2=[CH:6][CH:5]=1.[CH:35](OCC)=[O:36], predict the reaction product. The product is: [CH:27]([O:26][C:23]1[CH:24]=[CH:25][C:20]([C:18]([N:15]2[CH2:16][CH2:17][C:12]3([O:11][C:10]4[CH:31]=[CH:32][CH:33]=[CH:34][C:9]=4[N:8]4[C:4]([CH2:3][NH:2][CH:35]=[O:36])=[CH:5][CH:6]=[C:7]34)[CH2:13][CH2:14]2)=[O:19])=[CH:21][C:22]=1[CH3:30])([CH3:28])[CH3:29]. (4) Given the reactants O.[NH2:2]N.C[N:5](C)[CH:6]=[N:7][C:8]([C:10]1[C:15]([O:16][C:17]2[CH:22]=[CH:21][CH:20]=[CH:19][CH:18]=2)=[CH:14][C:13](=[O:23])[N:12]([C:24]2[CH:29]=[CH:28][CH:27]=[CH:26][CH:25]=2)[CH:11]=1)=O, predict the reaction product. The product is: [O:16]([C:15]1[C:10]([C:8]2[N:7]=[CH:6][NH:5][N:2]=2)=[CH:11][N:12]([C:24]2[CH:25]=[CH:26][CH:27]=[CH:28][CH:29]=2)[C:13](=[O:23])[CH:14]=1)[C:17]1[CH:22]=[CH:21][CH:20]=[CH:19][CH:18]=1. (5) The product is: [F:1][C:2]1[CH:3]=[C:4]([CH:5]=[CH:35][N+:32]([O-:34])=[O:33])[CH:7]=[CH:8][C:9]=1[C:10]1[S:11][C:12]2[C:17]([N:18]=1)=[CH:16][CH:15]=[C:14]([C:19]1([C:22]3[CH:27]=[CH:26][CH:25]=[CH:24][CH:23]=3)[CH2:20][CH2:21]1)[N:13]=2. Given the reactants [F:1][C:2]1[CH:3]=[C:4]([CH:7]=[CH:8][C:9]=1[C:10]1[S:11][C:12]2[C:17]([N:18]=1)=[CH:16][CH:15]=[C:14]([C:19]1([C:22]3[CH:27]=[CH:26][CH:25]=[CH:24][CH:23]=3)[CH2:21][CH2:20]1)[N:13]=2)[CH:5]=O.C(O)(=O)C.[N+:32]([CH3:35])([O-:34])=[O:33].C([O-])(=O)C.[NH4+], predict the reaction product. (6) Given the reactants [CH2:1]([O:8][C:9]([N:11]1[C@@H:16]([CH3:17])[C:15](=[O:18])[N:14]2[C@@H:19]([CH2:22][C:23]([OH:25])=O)[CH2:20][O:21][CH:13]2[CH2:12]1)=[O:10])[C:2]1[CH:7]=[CH:6][CH:5]=[CH:4][CH:3]=1.Cl.[CH2:27]1[C:29]2([CH2:34][CH2:33][NH:32][CH2:31][C@H:30]2[OH:35])[CH2:28]1.CN1CCOCC1, predict the reaction product. The product is: [CH2:1]([O:8][C:9]([N:11]1[C@@H:16]([CH3:17])[C:15](=[O:18])[N:14]2[C@@H:19]([CH2:22][C:23]([N:32]3[CH2:33][CH2:34][C:29]4([CH2:27][CH2:28]4)[C@H:30]([OH:35])[CH2:31]3)=[O:25])[CH2:20][O:21][CH:13]2[CH2:12]1)=[O:10])[C:2]1[CH:7]=[CH:6][CH:5]=[CH:4][CH:3]=1. (7) Given the reactants [CH3:1][N:2]1[N:6]=[C:5]([NH2:7])[CH:4]=[N:3]1.C[Al](C)C.[CH2:12]([N:14]1[CH:22]=[C:21]2[C:16]([CH:17]=[C:18]([C:34](OC)=[O:35])[CH:19]=[C:20]2[O:23][C:24]2[CH:29]=[CH:28][C:27]([S:30]([CH3:33])(=[O:32])=[O:31])=[CH:26][CH:25]=2)=[N:15]1)[CH3:13].C(C(C(C([O-])=O)O)O)([O-])=O.[Na+].[K+], predict the reaction product. The product is: [CH2:12]([N:14]1[CH:22]=[C:21]2[C:16]([CH:17]=[C:18]([C:34]([NH:7][C:5]3[CH:4]=[N:3][N:2]([CH3:1])[N:6]=3)=[O:35])[CH:19]=[C:20]2[O:23][C:24]2[CH:25]=[CH:26][C:27]([S:30]([CH3:33])(=[O:32])=[O:31])=[CH:28][CH:29]=2)=[N:15]1)[CH3:13].